From a dataset of Reaction yield outcomes from USPTO patents with 853,638 reactions. Predict the reaction yield, written as a fraction of the theoretical maximum amount of product (1.0 means a 100% yield; for example, 0.34 means a 34% yield). (1) The reactants are [OH:1][CH2:2][CH:3]1[CH2:6][N:5]([C:7]([O:9][C:10]([CH3:13])([CH3:12])[CH3:11])=[O:8])[CH2:4]1.C1(P(C2C=CC=CC=2)C2C=CC=CC=2)C=CC=CC=1.N(C(OCC)=O)=NC(OCC)=O.[CH3:45][N:46]1[CH:50]=[CH:49][C:48]([NH:51][C:52]2[C:61]3[C:56](=[CH:57][CH:58]=[C:59]([O:62][C:63]4[N:68]=[CH:67][C:66](O)=[CH:65][CH:64]=4)[CH:60]=3)[N:55]=[CH:54][N:53]=2)=[N:47]1. The catalyst is C(Cl)(Cl)Cl.O1CCCC1. The product is [CH3:45][N:46]1[CH:50]=[CH:49][C:48]([NH:51][C:52]2[C:61]3[C:56](=[CH:57][CH:58]=[C:59]([O:62][C:63]4[N:68]=[CH:67][C:66]([O:1][CH2:2][CH:3]5[CH2:6][N:5]([C:7]([O:9][C:10]([CH3:13])([CH3:12])[CH3:11])=[O:8])[CH2:4]5)=[CH:65][CH:64]=4)[CH:60]=3)[N:55]=[CH:54][N:53]=2)=[N:47]1. The yield is 0.900. (2) The reactants are CC(OI1(OC(C)=O)(OC(C)=O)OC(=O)C2C=CC=CC1=2)=O.[CH3:23][O:24][CH2:25][O:26][C:27]1[CH:28]=[N:29][CH:30]=[CH:31][C:32]=1[CH:33]([OH:35])[CH3:34].C([O-])(O)=O.[Na+].[O-]S([O-])(=S)=O.[Na+].[Na+]. The catalyst is C(Cl)(Cl)Cl. The product is [CH3:23][O:24][CH2:25][O:26][C:27]1[CH:28]=[N:29][CH:30]=[CH:31][C:32]=1[C:33](=[O:35])[CH3:34]. The yield is 0.860. (3) The reactants are [Br:1][C:2]1[CH:3]=[C:4]2[C:8](=[C:9]([F:11])[CH:10]=1)[C:7](=[O:12])[CH2:6][CH2:5]2.CS(O)(=O)=O.[N-:18]=[N+]=[N-].[Na+].[OH-].[Na+]. The catalyst is C(Cl)Cl. The product is [Br:1][C:2]1[CH:3]=[C:4]2[C:8](=[C:9]([F:11])[CH:10]=1)[C:7](=[O:12])[NH:18][CH2:6][CH2:5]2. The yield is 0.471.